Dataset: Reaction yield outcomes from USPTO patents with 853,638 reactions. Task: Predict the reaction yield, written as a fraction of the theoretical maximum amount of product (1.0 means a 100% yield; for example, 0.34 means a 34% yield). (1) The reactants are [C:1]([O:5][C:6]([N:8]1[C:16]2[C:11](=[CH:12][CH:13]=[C:14]([F:17])[CH:15]=2)[C:10]([C:18]2[CH:19]=[CH:20][C:21]3[S:25](=[O:27])(=[O:26])[NH:24][CH:23]([C:28]([O:30]C)=O)[C:22]=3[CH:32]=2)=[CH:9]1)=[O:7])([CH3:4])([CH3:3])[CH3:2].[NH3:33]. The catalyst is CCO. The product is [C:28]([CH:23]1[C:22]2[CH:32]=[C:18]([C:10]3[C:11]4[C:16](=[CH:15][C:14]([F:17])=[CH:13][CH:12]=4)[N:8]([C:6]([O:5][C:1]([CH3:3])([CH3:4])[CH3:2])=[O:7])[CH:9]=3)[CH:19]=[CH:20][C:21]=2[S:25](=[O:27])(=[O:26])[NH:24]1)(=[O:30])[NH2:33]. The yield is 1.00. (2) The reactants are [C:1]([N:20]1[C:28]2[CH:27]=[C:26]([NH:29]C(=O)OC)[N:25]=[CH:24][C:23]=2[C:22]([NH:34][C:35](=[O:44])[O:36][CH2:37]C2C=CC=CC=2)=[N:21]1)([C:14]1[CH:19]=[CH:18][CH:17]=[CH:16][CH:15]=1)([C:8]1[CH:13]=[CH:12][CH:11]=[CH:10][CH:9]=1)[C:2]1[CH:7]=[CH:6][CH:5]=[CH:4][CH:3]=1. The catalyst is C(OCC)(=O)C.CO.[Pd]. The product is [NH2:29][C:26]1[N:25]=[CH:24][C:23]2[C:22]([NH:34][C:35](=[O:44])[O:36][CH3:37])=[N:21][N:20]([C:1]([C:8]3[CH:9]=[CH:10][CH:11]=[CH:12][CH:13]=3)([C:14]3[CH:19]=[CH:18][CH:17]=[CH:16][CH:15]=3)[C:2]3[CH:3]=[CH:4][CH:5]=[CH:6][CH:7]=3)[C:28]=2[CH:27]=1. The yield is 0.980.